From a dataset of Reaction yield outcomes from USPTO patents with 853,638 reactions. Predict the reaction yield, written as a fraction of the theoretical maximum amount of product (1.0 means a 100% yield; for example, 0.34 means a 34% yield). (1) The reactants are O=[C:2]1[C:7]([C:8]([O:10][CH3:11])=[O:9])=[CH:6][CH:5]=[CH:4][O:3]1.F[C:13]1[CH:20]=[CH:19][C:16]([CH2:17][NH2:18])=[CH:15][CH:14]=1.CCN=C=NCCCN(C)C. The catalyst is CN(C=O)C.CN(C1C=CN=CC=1)C. The product is [CH2:17]([N:18]1[CH:4]=[CH:5][CH:6]=[C:7]([C:8]([O:10][CH3:11])=[O:9])[C:2]1=[O:3])[C:16]1[CH:19]=[CH:20][CH:13]=[CH:14][CH:15]=1. The yield is 0.730. (2) The reactants are [Cl:1][C:2]1[CH:3]=[C:4]([C:8]2[C:9](=[O:18])[NH:10][C:11]3([CH2:17][CH2:16][CH2:15][CH2:14][CH2:13]3)[N:12]=2)[CH:5]=[CH:6][CH:7]=1.C(=O)([O-])[O-].[K+].[K+].Br[CH2:26][C:27]([O:29][CH2:30][CH3:31])=[O:28]. The catalyst is CN(C=O)C. The product is [CH2:30]([O:29][C:27](=[O:28])[CH2:26][N:10]1[C:11]2([CH2:17][CH2:16][CH2:15][CH2:14][CH2:13]2)[N:12]=[C:8]([C:4]2[CH:5]=[CH:6][CH:7]=[C:2]([Cl:1])[CH:3]=2)[C:9]1=[O:18])[CH3:31]. The yield is 0.760. (3) The reactants are [Cl:1][C:2]1[CH:3]=[C:4]([C:12]2[O:16][N:15]=[C:14]([C:17]([NH:19][C:20]3[CH:25]=[CH:24][C:23]([C@H:26]([NH:28]C(=O)OC(C)(C)C)[CH3:27])=[CH:22][CH:21]=3)=[O:18])[CH:13]=2)[CH:5]=[CH:6][C:7]=1[O:8][CH:9]([CH3:11])[CH3:10].C(O)(C(F)(F)F)=O. The catalyst is C(Cl)Cl. The product is [NH2:28][C@@H:26]([C:23]1[CH:24]=[CH:25][C:20]([NH:19][C:17]([C:14]2[CH:13]=[C:12]([C:4]3[CH:5]=[CH:6][C:7]([O:8][CH:9]([CH3:11])[CH3:10])=[C:2]([Cl:1])[CH:3]=3)[O:16][N:15]=2)=[O:18])=[CH:21][CH:22]=1)[CH3:27]. The yield is 0.990. (4) The yield is 0.940. The catalyst is CO.[Cl-].[Zn+2].[Cl-]. The product is [CH3:1][O:2][C:3](=[O:20])[CH:4]([NH:5][C:6]([O:8][C:9]([CH3:12])([CH3:10])[CH3:11])=[O:7])[C:13]1[CH:18]=[CH:17][CH:16]=[C:15]([NH:19][CH:21]2[CH2:26][CH2:25][CH2:24][CH2:23][CH2:22]2)[CH:14]=1. The reactants are [CH3:1][O:2][C:3](=[O:20])[CH:4]([C:13]1[CH:18]=[CH:17][CH:16]=[C:15]([NH2:19])[CH:14]=1)[NH:5][C:6]([O:8][C:9]([CH3:12])([CH3:11])[CH3:10])=[O:7].[C:21]1(=O)[CH2:26][CH2:25][CH2:24][CH2:23][CH2:22]1.[BH3-]C#N.[Na+]. (5) The reactants are [C:1]([C:5]1[CH:9]=[C:8]([NH:10][C:11]([NH:13][C:14]2[CH:19]=[C:18]([C:20]3[C:32](=[O:33])[N:31]([CH3:34])[C:23]4[N:24]=[C:25](S(C)=O)[N:26]=[CH:27][C:22]=4[CH:21]=3)[CH:17]=[CH:16][C:15]=2[F:35])=[O:12])[O:7][N:6]=1)([CH3:4])([CH3:3])[CH3:2].[CH3:36][C@@H:37]([NH2:44])[C:38]1[CH:43]=[CH:42][CH:41]=[CH:40][CH:39]=1. No catalyst specified. The product is [C:1]([C:5]1[CH:9]=[C:8]([NH:10][C:11]([NH:13][C:14]2[CH:19]=[C:18]([C:20]3[C:32](=[O:33])[N:31]([CH3:34])[C:23]4[N:24]=[C:25]([NH:44][C@@H:37]([C:38]5[CH:43]=[CH:42][CH:41]=[CH:40][CH:39]=5)[CH3:36])[N:26]=[CH:27][C:22]=4[CH:21]=3)[CH:17]=[CH:16][C:15]=2[F:35])=[O:12])[O:7][N:6]=1)([CH3:4])([CH3:3])[CH3:2]. The yield is 0.420. (6) The yield is 0.115. The catalyst is C(#N)C.C(OCC)C. The reactants are [F:1][C:2]1[CH:7]=[CH:6][C:5]([CH2:8][C:9](Cl)=[O:10])=[CH:4][CH:3]=1.[S-:12][C:13]#[N:14].[K+].[NH2:16][C:17]1[CH:37]=[CH:36][C:20]([O:21][C:22]2[CH:27]=[CH:26][N:25]=[C:24]([NH:28][C:29]([N:31]3[CH2:35][CH2:34][CH2:33][CH2:32]3)=[O:30])[CH:23]=2)=[C:19]([CH3:38])[CH:18]=1.C(O)C. The product is [CH3:38][C:19]1[CH:18]=[C:17]([NH:16][C:13]([NH:14][C:9](=[O:10])[CH2:8][C:5]2[CH:6]=[CH:7][C:2]([F:1])=[CH:3][CH:4]=2)=[S:12])[CH:37]=[CH:36][C:20]=1[O:21][C:22]1[CH:27]=[CH:26][N:25]=[C:24]([NH:28][C:29]([N:31]2[CH2:35][CH2:34][CH2:33][CH2:32]2)=[O:30])[CH:23]=1. (7) The reactants are C([C@@H]1C(OC)=[N:8][C@@H:7]([CH2:12][CH2:13][C:14]2[CH:19]=[CH:18][CH:17]=[CH:16][C:15]=2[C:20]2[N:21]=[CH:22][N:23](C(C3C=CC=CC=3)(C3C=CC=CC=3)C3C=CC=CC=3)[CH:24]=2)[C:6]([O:44]C)=N1)(C)C.Cl.[OH:47][Li:48].O. The catalyst is C(O)C. The product is [NH:23]1[CH:24]=[C:20]([C:15]2[CH:16]=[CH:17][CH:18]=[CH:19][C:14]=2[CH2:13][CH2:12][C@H:7]([NH2:8])[C:6]([O-:44])=[O:47])[N:21]=[CH:22]1.[Li+:48]. The yield is 0.830. (8) The reactants are [NH2:1][C:2]1[O:6][N:5]=[C:4]([CH3:7])[C:3]=1[Br:8].[C:9]1([C:19]2[CH:24]=[CH:23][CH:22]=[CH:21][CH:20]=2)[C:10]([S:15](Cl)(=[O:17])=[O:16])=[CH:11][CH:12]=[CH:13][CH:14]=1. No catalyst specified. The product is [Br:8][C:3]1[C:4]([CH3:7])=[N:5][O:6][C:2]=1[NH:1][S:15]([C:10]1[C:9]([C:19]2[CH:20]=[CH:21][CH:22]=[CH:23][CH:24]=2)=[CH:14][CH:13]=[CH:12][CH:11]=1)(=[O:17])=[O:16]. The yield is 0.710. (9) The reactants are [CH2:1]([C:7]1([CH2:24][CH2:25][CH2:26][CH2:27][CH2:28][CH3:29])[C:19]2[CH:18]=[C:17]3[CH:20]=[C:21]([CH3:23])[CH2:22][C:16]3=[CH:15][C:14]=2[C:13]2[C:8]1=[CH:9][CH:10]=[CH:11][CH:12]=2)[CH2:2][CH2:3][CH2:4][CH2:5][CH3:6].C([Li])CCC.C(N)(C)(C)C.[C:40]([NH:44][Si:45](C1C2C(=CC3C(CCCCCC)(CCCCCC)C4C(C=3C=2)=CC=CC=4)C=C1C)([CH3:47])[CH3:46])([CH3:43])([CH3:42])[CH3:41]. The catalyst is C(OCC)C. The product is [C:40]([NH:44][Si:45]([CH:20]1[C:17]2=[CH:18][C:19]3[C:7]([CH2:1][CH2:2][CH2:3][CH2:4][CH2:5][CH3:6])([CH2:24][CH2:25][CH2:26][CH2:27][CH2:28][CH3:29])[C:8]4[C:13]([C:14]=3[CH:15]=[C:16]2[CH:22]=[C:21]1[CH3:23])=[CH:12][CH:11]=[CH:10][CH:9]=4)([CH3:47])[CH3:46])([CH3:43])([CH3:42])[CH3:41]. The yield is 0.889.